From a dataset of Full USPTO retrosynthesis dataset with 1.9M reactions from patents (1976-2016). Predict the reactants needed to synthesize the given product. (1) The reactants are: [N:1]1([CH2:10][C:11]([N:13]([O:15][CH3:16])[CH3:14])=[O:12])[C:5]2[CH:6]=[CH:7][CH:8]=[CH:9][C:4]=2[N:3]=[N:2]1.C[Si]([N-][Si](C)(C)C)(C)C.[Li+].[Cl:27][C:28]1[CH:35]=[CH:34][C:31]([CH2:32]Br)=[CH:30][CH:29]=1. Given the product [N:1]1([CH:10]([CH2:32][C:31]2[CH:34]=[CH:35][C:28]([Cl:27])=[CH:29][CH:30]=2)[C:11]([N:13]([O:15][CH3:16])[CH3:14])=[O:12])[C:5]2[CH:6]=[CH:7][CH:8]=[CH:9][C:4]=2[N:3]=[N:2]1, predict the reactants needed to synthesize it. (2) Given the product [N:25]12[CH2:16][CH2:17][CH:18]([CH2:19][CH2:14]1)[C@@H:37]([NH:36][C:11]([C:8]1[O:9][C:10]3[C:2]([Br:1])=[CH:3][CH:4]=[CH:5][C:6]=3[CH:7]=1)=[O:13])[CH2:38]2, predict the reactants needed to synthesize it. The reactants are: [Br:1][C:2]1[C:10]2[O:9][C:8]([C:11]([OH:13])=O)=[CH:7][C:6]=2[CH:5]=[CH:4][CH:3]=1.[C:14]1([NH2:25])[C:19](F)=[C:18](F)[C:17](F)=[C:16](N)C=1F.Cl.Cl.CN(C(O[N:36]1N=N[C:38]2C=CC=N[C:37]1=2)=[N+](C)C)C.F[P-](F)(F)(F)(F)F.C(N(CC)C(C)C)(C)C. (3) Given the product [OH:1][C@H:2]([CH2:3][S:20][C:11]1[CH:12]=[CH:13][C:14]2[C:19](=[CH:18][CH:17]=[CH:16][CH:15]=2)[CH:10]=1)[CH2:4][C:5]([O:7][CH3:8])=[O:6], predict the reactants needed to synthesize it. The reactants are: [O:1]1[CH2:3][C@@H:2]1[CH2:4][C:5]([O:7][CH2:8]C)=[O:6].[CH:10]1[C:19]2[C:14](=[CH:15][CH:16]=[CH:17][CH:18]=2)[CH:13]=[CH:12][C:11]=1[SH:20].C(=O)([O-])[O-].[Na+].[Na+]. (4) Given the product [NH2:1][C:2]1[C:7]([Br:22])=[N:6][C:5]([C:8]2[CH:13]=[CH:12][C:11]([O:14][CH3:15])=[CH:10][CH:9]=2)=[CH:4][N:3]=1, predict the reactants needed to synthesize it. The reactants are: [NH2:1][C:2]1[CH:7]=[N:6][C:5]([C:8]2[CH:13]=[CH:12][C:11]([O:14][CH3:15])=[CH:10][CH:9]=2)=[CH:4][N:3]=1.N1C=CC=CC=1.[Br:22]Br. (5) Given the product [F:31][C:28]([F:29])([F:30])[C:27]([C:25]1[N:26]=[C:22]([CH:9]([OH:8])[CH2:10][CH2:11][CH2:12][CH2:13][CH2:14][CH2:15][C:16]2[CH:17]=[CH:18][CH:19]=[CH:20][CH:21]=2)[O:23][CH:24]=1)=[O:32], predict the reactants needed to synthesize it. The reactants are: [Si]([O:8][CH:9]([C:22]1[O:23][CH:24]=[C:25]([C:27](=[O:32])[C:28]([F:31])([F:30])[F:29])[N:26]=1)[CH2:10][CH2:11][CH2:12][CH2:13][CH2:14][CH2:15][C:16]1[CH:21]=[CH:20][CH:19]=[CH:18][CH:17]=1)(C(C)(C)C)(C)C.C1C=CN=CC=1.F. (6) The reactants are: [C:1]([O:6][C:7]1([CH2:12][CH3:13])[CH2:11][CH2:10][CH2:9][CH2:8]1)(=[O:5])[C:2]([CH3:4])=[CH2:3].[C:14]([O:19][CH:20]1[CH:27]2[CH2:28][CH:23]3[CH2:24][CH:25]([CH2:29][C:21]1([CH:30]([CH3:32])[CH3:31])[CH2:22]3)[CH2:26]2)(=[O:18])[C:15]([CH3:17])=[CH2:16].O=C1C(C=C(C)C([O-])=O)CCO1.[C:45]([O:50][C:51]12[CH2:60][CH:55]3[CH2:56][CH:57]([CH2:59][C:53]([OH:61])([CH2:54]3)[CH2:52]1)[CH2:58]2)(=[O:49])[C:46]([CH3:48])=[CH2:47]. Given the product [C:14]([O:19][CH:20]1[CH:27]2[CH2:26][CH:25]3[CH2:24][CH:23]([CH2:22][C:21]1([CH:30]([CH3:32])[CH3:31])[CH2:29]3)[CH2:28]2)(=[O:18])[C:15]([CH3:17])=[CH2:16].[C:1]([O:6][C:7]1([CH2:12][CH3:13])[CH2:11][CH2:10][CH2:9][CH2:8]1)(=[O:5])[C:2]([CH3:4])=[CH2:3].[C:45]([O:50][C:51]12[CH2:58][CH:57]3[CH2:56][CH:55]([CH2:54][C:53]([OH:61])([CH2:59]3)[CH2:52]1)[CH2:60]2)(=[O:49])[C:46]([CH3:48])=[CH2:47], predict the reactants needed to synthesize it. (7) Given the product [K+:9].[K+:9].[NH2:1][CH2:2][CH2:3][P:4](=[O:5])([O-:7])[O-:6], predict the reactants needed to synthesize it. The reactants are: [NH2:1][CH2:2][CH2:3][P:4](=[O:7])([OH:6])[OH:5].[OH-].[K+:9].